Dataset: Forward reaction prediction with 1.9M reactions from USPTO patents (1976-2016). Task: Predict the product of the given reaction. Given the reactants [F:1][C:2]([F:50])([F:49])[C:3]1[CH:4]=[C:5]([C@H:13]2[O:17][C:16](=[O:18])[N:15]([CH2:19][C:20]3[CH:25]=[C:24]([C:26]([F:29])([F:28])[F:27])[CH:23]=[CH:22][C:21]=3[C:30]3[CH:31]=[C:32]([C:38]4[CH:43]=[CH:42][C:41]([C:44](O)=[O:45])=[CH:40][C:39]=4[CH3:47])[CH:33]=[CH:34][C:35]=3[O:36][CH3:37])[C@H:14]2[CH3:48])[CH:6]=[C:7]([C:9]([F:12])([F:11])[F:10])[CH:8]=1, predict the reaction product. The product is: [F:50][C:2]([F:1])([F:49])[C:3]1[CH:4]=[C:5]([C@H:13]2[O:17][C:16](=[O:18])[N:15]([CH2:19][C:20]3[CH:25]=[C:24]([C:26]([F:29])([F:28])[F:27])[CH:23]=[CH:22][C:21]=3[C:30]3[C:35]([O:36][CH3:37])=[CH:34][CH:33]=[C:32]([C:38]4[CH:43]=[CH:42][C:41]([CH2:44][OH:45])=[CH:40][C:39]=4[CH3:47])[CH:31]=3)[C@H:14]2[CH3:48])[CH:6]=[C:7]([C:9]([F:10])([F:12])[F:11])[CH:8]=1.